This data is from NCI-60 drug combinations with 297,098 pairs across 59 cell lines. The task is: Regression. Given two drug SMILES strings and cell line genomic features, predict the synergy score measuring deviation from expected non-interaction effect. (1) Drug 1: CC1=CC2C(CCC3(C2CCC3(C(=O)C)OC(=O)C)C)C4(C1=CC(=O)CC4)C. Drug 2: C1CC(C1)(C(=O)O)C(=O)O.[NH2-].[NH2-].[Pt+2]. Cell line: MCF7. Synergy scores: CSS=6.38, Synergy_ZIP=-3.03, Synergy_Bliss=-4.79, Synergy_Loewe=-19.5, Synergy_HSA=-14.5. (2) Drug 1: C1=CC(=CC=C1CCCC(=O)O)N(CCCl)CCCl. Drug 2: CC1=C(C(=CC=C1)Cl)NC(=O)C2=CN=C(S2)NC3=CC(=NC(=N3)C)N4CCN(CC4)CCO. Cell line: IGROV1. Synergy scores: CSS=58.4, Synergy_ZIP=2.45, Synergy_Bliss=2.17, Synergy_Loewe=-5.28, Synergy_HSA=8.68. (3) Drug 1: C1CCC(CC1)NC(=O)N(CCCl)N=O. Drug 2: CCC1(C2=C(COC1=O)C(=O)N3CC4=CC5=C(C=CC(=C5CN(C)C)O)N=C4C3=C2)O.Cl. Cell line: OVCAR-4. Synergy scores: CSS=5.16, Synergy_ZIP=-1.43, Synergy_Bliss=2.51, Synergy_Loewe=1.72, Synergy_HSA=2.44. (4) Drug 1: CC12CCC3C(C1CCC2=O)CC(=C)C4=CC(=O)C=CC34C. Drug 2: C1CN(P(=O)(OC1)NCCCl)CCCl. Cell line: HCT116. Synergy scores: CSS=28.5, Synergy_ZIP=1.63, Synergy_Bliss=5.31, Synergy_Loewe=-22.5, Synergy_HSA=5.31.